Dataset: hERG Central: cardiac toxicity at 1µM, 10µM, and general inhibition. Task: Predict hERG channel inhibition at various concentrations. (1) The drug is C/C(=N\NC(=O)COc1ccccc1-c1ccccc1)c1cccnc1. Results: hERG_inhib (hERG inhibition (general)): blocker. (2) The molecule is O=C(c1cc(COc2ccc(F)cc2Cl)on1)N1CCC(OCc2cccnc2)CC1. Results: hERG_inhib (hERG inhibition (general)): blocker. (3) The molecule is CCCCCCN1C2=NCCCN2c2ccccc21.Cl. Results: hERG_inhib (hERG inhibition (general)): blocker. (4) The molecule is Cc1cc2oc(=O)cc(CN3CCN(Cc4ccccc4)CC3)c2cc1O. Results: hERG_inhib (hERG inhibition (general)): blocker. (5) The molecule is Cc1cccn2c(=O)c3cc(C(=O)NCC4CCCO4)c(=N)n(Cc4ccc(F)cc4)c3nc12. Results: hERG_inhib (hERG inhibition (general)): blocker. (6) The drug is CC(C)CCN1CCN(CC(c2ccccc2)c2ccccc2)CC1CCO. Results: hERG_inhib (hERG inhibition (general)): blocker. (7) The drug is CC(NCC(O)COCCC12CC3CC(CC(C3)C1)C2)c1ccccc1.Cl. Results: hERG_inhib (hERG inhibition (general)): blocker.